This data is from Catalyst prediction with 721,799 reactions and 888 catalyst types from USPTO. The task is: Predict which catalyst facilitates the given reaction. (1) Reactant: [C:1]1([C:37]2[CH:42]=[CH:41][CH:40]=[CH:39][CH:38]=2)[CH:6]=[CH:5][C:4]([C:7]2[N:12]=[C:11]3[C:13]([C:34]#[N:35])=[C:14]([O:24][C@@H:25]4[CH2:29][O:28][C@@H:27]5[C@H:30]([OH:33])[CH2:31][O:32][C@H:26]45)[N:15](COCC[Si](C)(C)C)[C:10]3=[CH:9][C:8]=2[Cl:36])=[CH:3][CH:2]=1.[F-].C([N+](CCCC)(CCCC)CCCC)CCC.C(N)CN. Product: [C:1]1([C:37]2[CH:38]=[CH:39][CH:40]=[CH:41][CH:42]=2)[CH:6]=[CH:5][C:4]([C:7]2[N:12]=[C:11]3[C:13]([C:34]#[N:35])=[C:14]([O:24][C@@H:25]4[CH2:29][O:28][C@@H:27]5[C@H:30]([OH:33])[CH2:31][O:32][C@H:26]45)[NH:15][C:10]3=[CH:9][C:8]=2[Cl:36])=[CH:3][CH:2]=1. The catalyst class is: 7. (2) Reactant: Br[C:2]1[CH:12]=[CH:11][C:5]([C:6]([O:8][CH2:9][CH3:10])=[O:7])=[C:4]([Cl:13])[CH:3]=1.[CH2:14]([Sn](CCCC)(CCCC)C=C)[CH2:15]CC. Product: [Cl:13][C:4]1[CH:3]=[C:2]([CH:14]=[CH2:15])[CH:12]=[CH:11][C:5]=1[C:6]([O:8][CH2:9][CH3:10])=[O:7]. The catalyst class is: 339. (3) Reactant: [CH2:1]([O:8][CH:9]1[CH2:14][CH2:13][CH:12]([OH:15])[CH2:11][CH2:10]1)[C:2]1[CH:7]=[CH:6][CH:5]=[CH:4][CH:3]=1.C(N(CC)CC)C.[CH3:23][S:24](Cl)(=[O:26])=[O:25]. Product: [CH3:23][S:24]([O:15][CH:12]1[CH2:13][CH2:14][CH:9]([O:8][CH2:1][C:2]2[CH:7]=[CH:6][CH:5]=[CH:4][CH:3]=2)[CH2:10][CH2:11]1)(=[O:26])=[O:25]. The catalyst class is: 2. (4) Reactant: [CH:1]1([Mg]Br)[CH2:3][CH2:2]1.[CH3:6][O:7][C:8]1[CH:9]=[C:10]([NH:20][C:21]2[N:26]=[C:25]([CH:27]=[O:28])[CH:24]=[C:23]([CH2:29][O:30][CH2:31][C:32]([F:35])([F:34])[F:33])[N:22]=2)[CH:11]=[CH:12][C:13]=1[N:14]1[CH:18]=[C:17]([CH3:19])[N:16]=[CH:15]1. Product: [CH:1]1([CH:27]([C:25]2[CH:24]=[C:23]([CH2:29][O:30][CH2:31][C:32]([F:33])([F:35])[F:34])[N:22]=[C:21]([NH:20][C:10]3[CH:11]=[CH:12][C:13]([N:14]4[CH:18]=[C:17]([CH3:19])[N:16]=[CH:15]4)=[C:8]([O:7][CH3:6])[CH:9]=3)[N:26]=2)[OH:28])[CH2:3][CH2:2]1. The catalyst class is: 1. (5) Reactant: F[C:2](F)(F)C(O)=O.[CH3:8][NH:9][C@H:10]([C:14]([NH:16][C@H:17]([C:21]([N:23]([C@@H:25]([C@@H:61]([CH3:64])[CH2:62][CH3:63])[C@H:26]([O:59][CH3:60])[CH2:27][C:28]([N:30]1[CH2:34][CH2:33][CH2:32][C@H:31]1[C@H:35]([O:57][CH3:58])[C@@H:36]([CH3:56])[C:37]([NH:39][C@@H:40]([CH2:49][C:50]1[CH:55]=[CH:54][CH:53]=[CH:52][CH:51]=1)[C:41]([N:43]1[CH2:48][CH2:47][CH2:46][CH2:45][O:44]1)=[O:42])=[O:38])=[O:29])[CH3:24])=[O:22])[CH:18]([CH3:20])[CH3:19])=[O:15])[CH:11]([CH3:13])[CH3:12].C(OC(=O)[NH:74][CH2:75][CH2:76][CH2:77][CH2:78][CH2:79]C=O)C1C=CC=CC=1. Product: [NH2:74][CH2:75][CH2:76][CH2:77][CH2:78][CH2:79][CH2:8][N:9]([CH3:2])[C@H:10]([C:14]([NH:16][C@H:17]([C:21]([N:23]([C@@H:25]([C@@H:61]([CH3:64])[CH2:62][CH3:63])[C@H:26]([O:59][CH3:60])[CH2:27][C:28]([N:30]1[CH2:34][CH2:33][CH2:32][C@H:31]1[C@H:35]([O:57][CH3:58])[C@@H:36]([CH3:56])[C:37]([NH:39][C@@H:40]([CH2:49][C:50]1[CH:55]=[CH:54][CH:53]=[CH:52][CH:51]=1)[C:41]([N:43]1[CH2:48][CH2:47][CH2:46][CH2:45][O:44]1)=[O:42])=[O:38])=[O:29])[CH3:24])=[O:22])[CH:18]([CH3:19])[CH3:20])=[O:15])[CH:11]([CH3:13])[CH3:12]. The catalyst class is: 5.